This data is from Reaction yield outcomes from USPTO patents with 853,638 reactions. The task is: Predict the reaction yield, written as a fraction of the theoretical maximum amount of product (1.0 means a 100% yield; for example, 0.34 means a 34% yield). (1) The reactants are [F:1][C:2]([F:7])([F:6])[CH2:3][CH2:4][OH:5].[C:8]1([CH3:18])[CH:13]=[CH:12][C:11]([S:14](Cl)(=[O:16])=[O:15])=[CH:10][CH:9]=1. The catalyst is C(Cl)Cl.N1C=CC=CC=1.CN(C)C1C=CN=CC=1. The product is [CH3:18][C:8]1[CH:13]=[CH:12][C:11]([S:14]([O:5][CH2:4][CH2:3][C:2]([F:7])([F:6])[F:1])(=[O:16])=[O:15])=[CH:10][CH:9]=1. The yield is 0.680. (2) The reactants are [Br:1][C:2]1[CH:7]=[CH:6][C:5]([NH:8][C:9](=[O:12])[CH2:10]Cl)=[C:4]([C:13]([OH:20])([C:15]2[S:16][CH:17]=[CH:18][CH:19]=2)[CH3:14])[CH:3]=1.[Cl-].[NH4+].C(OCC)(=O)C. The catalyst is C1COCC1. The product is [Br:1][C:2]1[CH:7]=[CH:6][C:5]2[NH:8][C:9](=[O:12])[CH2:10][O:20][C:13]([CH3:14])([C:15]3[S:16][CH:17]=[CH:18][CH:19]=3)[C:4]=2[CH:3]=1. The yield is 0.960.